Dataset: Orexin1 receptor HTS with 218,158 compounds and 233 confirmed actives. Task: Binary Classification. Given a drug SMILES string, predict its activity (active/inactive) in a high-throughput screening assay against a specified biological target. The compound is S1\C(=C/c2c3c(ccc2OCCC)cccc3)C(=O)NC1=O. The result is 0 (inactive).